Predict which catalyst facilitates the given reaction. From a dataset of Catalyst prediction with 721,799 reactions and 888 catalyst types from USPTO. (1) Reactant: [ClH:1].[CH:2]1([NH:5][CH2:6][C@@H:7]2[C@H:11]([F:12])[CH2:10][N:9]([C:13]3[C:22]([O:23][CH3:24])=[C:21]4[C:16]([C:17](=[O:31])[C:18]([C:28]([OH:30])=[O:29])=[CH:19][N:20]4[CH2:25][CH2:26][F:27])=[CH:15][C:14]=3[F:32])[CH2:8]2)[CH2:4][CH2:3]1. Product: [OH2:23].[ClH:1].[CH:2]1([NH:5][CH2:6][C@@H:7]2[C@H:11]([F:12])[CH2:10][N:9]([C:13]3[C:22]([O:23][CH3:24])=[C:21]4[C:16]([C:17](=[O:31])[C:18]([C:28]([OH:30])=[O:29])=[CH:19][N:20]4[CH2:25][CH2:26][F:27])=[CH:15][C:14]=3[F:32])[CH2:8]2)[CH2:3][CH2:4]1. The catalyst class is: 6. (2) Reactant: [Cl:1][C:2]1[N:3]=[CH:4][C:5]2[NH:11][C:10](=[O:12])[C:9]([CH3:14])([CH3:13])[CH2:8][N:7]([CH:15]3[CH2:20][CH2:19][CH2:18][CH2:17][CH2:16]3)[C:6]=2[N:21]=1.[H-].[Na+].[CH3:24]I. Product: [Cl:1][C:2]1[N:3]=[CH:4][C:5]2[N:11]([CH3:24])[C:10](=[O:12])[C:9]([CH3:13])([CH3:14])[CH2:8][N:7]([CH:15]3[CH2:16][CH2:17][CH2:18][CH2:19][CH2:20]3)[C:6]=2[N:21]=1. The catalyst class is: 44. (3) Reactant: C[O:2][C:3]([C:5]1[S:9][C:8]2[CH:10]=[CH:11][CH:12]=[CH:13][C:7]=2[C:6]=1[CH2:14][N:15]([CH2:22][C:23]1[CH:28]=[CH:27][C:26]([O:29][CH3:30])=[CH:25][C:24]=1[O:31][CH3:32])[CH2:16][C:17]([O:19][CH2:20][CH3:21])=[O:18])=O.Cl. Product: [CH2:20]([O:19][C:17]([CH:16]1[N:15]([CH2:22][C:23]2[CH:28]=[CH:27][C:26]([O:29][CH3:30])=[CH:25][C:24]=2[O:31][CH3:32])[CH2:14][CH:6]2[C:7]3[CH:13]=[CH:12][CH:11]=[CH:10][C:8]=3[S:9][CH:5]2[C:3]1=[O:2])=[O:18])[CH3:21]. The catalyst class is: 1. (4) Reactant: [NH2:1][C:2]1[CH:27]=[CH:26][CH:25]=[CH:24][C:3]=1[O:4][CH2:5][CH:6]([OH:23])[CH2:7][N:8]1[CH2:13][CH2:12][CH:11]([O:14][C:15]2[CH:20]=[CH:19][C:18]([Cl:21])=[C:17]([Cl:22])[CH:16]=2)[CH2:10][CH2:9]1.[CH3:28][CH:29]1[CH2:35][C:34](=[O:36])[O:33][C:31](=[O:32])[CH2:30]1.[Li+].[OH-].C1COCC1.O. Product: [Cl:22][C:17]1[CH:16]=[C:15]([CH:20]=[CH:19][C:18]=1[Cl:21])[O:14][CH:11]1[CH2:10][CH2:9][N:8]([CH2:7][CH:6]([OH:23])[CH2:5][O:4][C:3]2[CH:24]=[CH:25][CH:26]=[CH:27][C:2]=2[NH:1][C:34]([CH2:35][CH:29]([CH3:28])[CH2:30][C:31]([OH:33])=[O:32])=[O:36])[CH2:13][CH2:12]1. The catalyst class is: 6. (5) Product: [N:46]1([CH2:25][CH2:24][CH2:23][N:22]([CH:19]([C:9]2[N:8]([CH2:1][C:2]3[CH:7]=[CH:6][CH:5]=[CH:4][CH:3]=3)[C:13](=[O:14])[C:12]3[C:15]([CH3:18])=[N:16][S:17][C:11]=3[N:10]=2)[CH2:20][CH3:21])[C:31](=[O:39])[C:32]2[CH:37]=[CH:36][C:35]([CH3:38])=[CH:34][CH:33]=2)[CH2:49][CH2:48][CH2:47]1. The catalyst class is: 3. Reactant: [CH2:1]([N:8]1[C:13](=[O:14])[C:12]2[C:15]([CH3:18])=[N:16][S:17][C:11]=2[N:10]=[C:9]1[CH:19]([N:22]([C:31](=[O:39])[C:32]1[CH:37]=[CH:36][C:35]([CH3:38])=[CH:34][CH:33]=1)[CH2:23][CH2:24][CH2:25]OS(C)(=O)=O)[CH2:20][CH3:21])[C:2]1[CH:7]=[CH:6][CH:5]=[CH:4][CH:3]=1.C(=O)([O-])[O-].[K+].[K+].[NH:46]1[CH2:49][CH2:48][CH2:47]1. (6) Reactant: [CH2:1]([O:5][C:6]1[CH:13]=[CH:12][C:9]([CH:10]=O)=[CH:8][CH:7]=1)[CH2:2][CH2:3][CH3:4].[Br:14][C:15]1[CH:20]=[C:19]([CH2:21]P(OCC)(=O)OCC)[C:18]([Br:30])=[CH:17][C:16]=1[CH2:31]P(OCC)(=O)OCC.[CH3:40][C:41]([O-:44])(C)[CH3:42].[K+]. Product: [Br:30][C:18]1[CH:17]=[C:16](/[CH:31]=[CH:10]/[C:9]2[CH:12]=[CH:13][C:6]([O:5][CH2:1][CH2:2][CH2:3][CH3:4])=[CH:7][CH:8]=2)[C:15]([Br:14])=[CH:20][C:19]=1/[CH:21]=[CH:12]/[C:9]1[CH:10]=[CH:42][C:41]([O:44][CH2:1][CH2:2][CH2:3][CH3:4])=[CH:40][CH:8]=1. The catalyst class is: 1. (7) Reactant: [NH:1]1[C:9]2[C:4](=[CH:5][C:6]([NH:10][C:11]3([C:17]#[N:18])[CH2:16][CH2:15][CH2:14][CH2:13][CH2:12]3)=[CH:7][CH:8]=2)[CH:3]=[N:2]1.[H-].[H-].[H-].[H-].[Li+].[Al+3]. Product: [NH2:18][CH2:17][C:11]1([NH:10][C:6]2[CH:5]=[C:4]3[C:9](=[CH:8][CH:7]=2)[NH:1][N:2]=[CH:3]3)[CH2:12][CH2:13][CH2:14][CH2:15][CH2:16]1. The catalyst class is: 1.